Dataset: Reaction yield outcomes from USPTO patents with 853,638 reactions. Task: Predict the reaction yield, written as a fraction of the theoretical maximum amount of product (1.0 means a 100% yield; for example, 0.34 means a 34% yield). (1) The product is [C:1]([C:5]1[CH:10]=[C:9]([C:20]2[CH:21]=[CH:22][CH:23]=[CH:24][C:19]=2[O:18][CH2:16][CH3:17])[C:8]([N+:12]([O-:14])=[O:13])=[CH:7][C:6]=1[OH:15])([CH3:4])([CH3:3])[CH3:2]. The catalyst is CN(C=O)C.C1C=CC([P]([Pd]([P](C2C=CC=CC=2)(C2C=CC=CC=2)C2C=CC=CC=2)([P](C2C=CC=CC=2)(C2C=CC=CC=2)C2C=CC=CC=2)[P](C2C=CC=CC=2)(C2C=CC=CC=2)C2C=CC=CC=2)(C2C=CC=CC=2)C2C=CC=CC=2)=CC=1. The yield is 0.920. The reactants are [C:1]([C:5]1[CH:10]=[C:9](Br)[C:8]([N+:12]([O-:14])=[O:13])=[CH:7][C:6]=1[OH:15])([CH3:4])([CH3:3])[CH3:2].[CH2:16]([O:18][C:19]1[CH:24]=[CH:23][CH:22]=[CH:21][C:20]=1B(O)O)[CH3:17].C(=O)([O-])[O-].[K+].[K+].O. (2) The reactants are [C:1]([C:3]1[CH:8]=[N:7][N:6]2[CH:9]=[C:10]([NH:13]C(=O)OCC3C=CC=CC=3)[C:11]([CH3:12])=[C:5]2[C:4]=1[NH:24][C:25]1[CH:30]=[CH:29][C:28]([O:31][C:32]2[CH:37]=[CH:36][CH:35]=[CH:34][CH:33]=2)=[CH:27][CH:26]=1)#[N:2].Cl. The catalyst is CO.[Pd]. The product is [NH2:13][C:10]1[C:11]([CH3:12])=[C:5]2[C:4]([NH:24][C:25]3[CH:26]=[CH:27][C:28]([O:31][C:32]4[CH:37]=[CH:36][CH:35]=[CH:34][CH:33]=4)=[CH:29][CH:30]=3)=[C:3]([C:1]#[N:2])[CH:8]=[N:7][N:6]2[CH:9]=1. The yield is 1.00. (3) The reactants are [Cl:1][C:2]1[CH:7]=[CH:6][C:5]([Mg]Br)=[CH:4][C:3]=1[F:10].CON(C)[C:14]([C@H:16]1[CH2:20][CH2:19][CH2:18][N:17]1[C:21]([O:23][C:24]([CH3:27])([CH3:26])[CH3:25])=[O:22])=[O:15]. The catalyst is C1COCC1. The product is [Cl:1][C:2]1[CH:7]=[CH:6][C:5]([C:14]([C@H:16]2[CH2:20][CH2:19][CH2:18][N:17]2[C:21]([O:23][C:24]([CH3:27])([CH3:26])[CH3:25])=[O:22])=[O:15])=[CH:4][C:3]=1[F:10]. The yield is 0.610. (4) The reactants are [CH3:1][N:2]1[CH2:7][CH2:6][N:5]([C:8]2[C:16]3[C:11](=[CH:12][C:13]([C:17]([O-:19])=O)=[CH:14][CH:15]=3)[NH:10][N:9]=2)[CH2:4][CH2:3]1.[Li+].C(Cl)CCl.C1C=CC2N(O)N=NC=2C=1.CCN(CC)CC.[Cl:42][C:43]1[CH:50]=[C:49]([Cl:51])[CH:48]=[CH:47][C:44]=1[CH2:45][NH2:46]. The catalyst is CN(C=O)C.C(OCC)(=O)C. The product is [Cl:42][C:43]1[CH:50]=[C:49]([Cl:51])[CH:48]=[CH:47][C:44]=1[CH2:45][NH:46][C:17]([C:13]1[CH:12]=[C:11]2[C:16]([C:8]([N:5]3[CH2:4][CH2:3][N:2]([CH3:1])[CH2:7][CH2:6]3)=[N:9][NH:10]2)=[CH:15][CH:14]=1)=[O:19]. The yield is 0.230. (5) The reactants are [CH3:1][C:2]1[N:3]=[C:4]([C:8]([O:10][CH3:11])=[O:9])[NH:5][C:6]=1[CH3:7].C[Si]([N-:16][Si](C)(C)C)(C)C.[Li+].C1COCC1.C1(P(ON)(C2C=CC=CC=2)=O)C=CC=CC=1. The product is [CH3:11][O:10][C:8]([C:4]1[N:3]([NH2:16])[C:2]([CH3:1])=[C:6]([CH3:7])[N:5]=1)=[O:9]. The catalyst is CN(C=O)C. The yield is 0.800. (6) The reactants are [Cl:1][C:2]1[CH:3]=[CH:4][C:5]([C@:8]([C:21]2[CH:26]=[C:25]([C:27]([F:30])([F:29])[F:28])[CH:24]=[C:23]([F:31])[CH:22]=2)([NH:14][S@@](C(C)(C)C)=O)[CH2:9][C:10]([O:12][CH3:13])=[O:11])=[N:6][CH:7]=1.Cl. The product is [NH2:14][C@:8]([C:5]1[CH:4]=[CH:3][C:2]([Cl:1])=[CH:7][N:6]=1)([C:21]1[CH:26]=[C:25]([C:27]([F:28])([F:30])[F:29])[CH:24]=[C:23]([F:31])[CH:22]=1)[CH2:9][C:10]([O:12][CH3:13])=[O:11]. The catalyst is CO.O1CCOCC1.CCOC(C)=O. The yield is 1.00. (7) The reactants are Cl.[CH2:2]([C:8]1[N:9]=[C:10]([NH2:13])[NH:11][CH:12]=1)[CH2:3][CH2:4][CH2:5][C:6]#[CH:7].[N:14]([CH2:17][C:18]([CH3:26])=[CH:19][C:20]1[CH:25]=[CH:24][CH:23]=[CH:22][CH:21]=1)=[N+:15]=[N-:16]. No catalyst specified. The product is [CH3:26][C:18](=[CH:19][C:20]1[CH:25]=[CH:24][CH:23]=[CH:22][CH:21]=1)[CH2:17][N:14]1[CH:7]=[C:6]([CH2:5][CH2:4][CH2:3][CH2:2][C:8]2[N:9]=[C:10]([NH2:13])[NH:11][CH:12]=2)[N:16]=[N:15]1. The yield is 0.790. (8) The reactants are [CH2:1]([O:4][C:5]([NH:7][C@H:8]([CH:18]=[O:19])[CH2:9][CH2:10][C:11]([O:13][C:14]([CH3:17])([CH3:16])[CH3:15])=O)=[O:6])[CH:2]=[CH2:3].C([O-])(=O)C.[Na+].[NH2:25][NH:26][C:27]([NH2:29])=[O:28]. The catalyst is CO. The product is [CH2:1]([O:4][C:5]([NH:7][C@H:8]([CH:18]=[O:19])[CH2:9][CH2:10][C:11](=[N:25][NH:26][C:27]([NH2:29])=[O:28])[O:13][C:14]([CH3:17])([CH3:16])[CH3:15])=[O:6])[CH:2]=[CH2:3]. The yield is 0.730.